This data is from Catalyst prediction with 721,799 reactions and 888 catalyst types from USPTO. The task is: Predict which catalyst facilitates the given reaction. (1) Reactant: [CH3:1][C:2]1([CH3:18])[C:6]([CH3:8])([CH3:7])[O:5][B:4]([C:9]2[CH:17]=[CH:16][C:12]([C:13](O)=[O:14])=[CH:11][CH:10]=2)[O:3]1.CC[N:21]=C=NCCCN(C)C.C1C=CC2N(O)N=NC=2C=1.CCN(CC)CC. Product: [CH3:1][C:2]1([CH3:18])[C:6]([CH3:8])([CH3:7])[O:5][B:4]([C:9]2[CH:17]=[CH:16][C:12]([C:13]([NH2:21])=[O:14])=[CH:11][CH:10]=2)[O:3]1. The catalyst class is: 2. (2) Reactant: Br[C:2]1[CH:7]=[CH:6][CH:5]=[CH:4][CH:3]=1.[C:8]1([C:24]2[CH:29]=[CH:28][CH:27]=[CH:26][CH:25]=2)[CH:13]=[CH:12][C:11]([O:14][C:15]2[CH:20]=[N:19][CH:18]=[C:17]3[S:21][CH:22]=[CH:23][C:16]=23)=[CH:10][CH:9]=1.C(=O)([O-])[O-].[Cs+].[Cs+].C1(C2C=CC=CC=2)C=CC=CC=1P(C(C)(C)C)C(C)(C)C. Product: [C:8]1([C:24]2[CH:29]=[CH:28][CH:27]=[CH:26][CH:25]=2)[CH:13]=[CH:12][C:11]([O:14][C:15]2[CH:20]=[N:19][CH:18]=[C:17]3[S:21][C:22]([C:2]4[CH:7]=[CH:6][CH:5]=[CH:4][CH:3]=4)=[CH:23][C:16]=23)=[CH:10][CH:9]=1. The catalyst class is: 274.